This data is from Forward reaction prediction with 1.9M reactions from USPTO patents (1976-2016). The task is: Predict the product of the given reaction. Given the reactants [BH4-].[Na+].[CH2:3]([O:5][C:6]([C:8]1[S:9][C:10](S(C)(=O)=O)=[C:11]([C:27]#[N:28])[C:12]=1[C:13]1[CH:18]=[CH:17][C:16]([C:19]2[CH:24]=[CH:23][CH:22]=[CH:21][C:20]=2[C:25]#[N:26])=[CH:15][CH:14]=1)=[O:7])[CH3:4], predict the reaction product. The product is: [CH2:3]([O:5][C:6]([C:8]1[S:9][CH:10]=[C:11]([C:27]#[N:28])[C:12]=1[C:13]1[CH:14]=[CH:15][C:16]([C:19]2[CH:24]=[CH:23][CH:22]=[CH:21][C:20]=2[C:25]#[N:26])=[CH:17][CH:18]=1)=[O:7])[CH3:4].